The task is: Predict the reaction yield, written as a fraction of the theoretical maximum amount of product (1.0 means a 100% yield; for example, 0.34 means a 34% yield).. This data is from Reaction yield outcomes from USPTO patents with 853,638 reactions. (1) The reactants are [CH3:1][N:2]([S:20]([C:23]1[S:24][CH:25]=[CH:26][CH:27]=1)(=[O:22])=[O:21])[C:3]1[CH:4]=[CH:5][CH:6]=[C:7]2[C:11]=1[NH:10][C:9]([C:12]1[S:13][CH:14]([C:17](O)=[O:18])[CH2:15][N:16]=1)=[CH:8]2.[NH:28]1[CH2:33][CH2:32][O:31][CH2:30][CH2:29]1.CN(C)C=O.Cl.CN(C)CCCN=C=NCC. The catalyst is O. The product is [CH3:1][N:2]([C:3]1[CH:4]=[CH:5][CH:6]=[C:7]2[C:11]=1[NH:10][C:9]([C:12]1[S:13][CH:14]([C:17]([N:28]3[CH2:33][CH2:32][O:31][CH2:30][CH2:29]3)=[O:18])[CH2:15][N:16]=1)=[CH:8]2)[S:20]([C:23]1[S:24][CH:25]=[CH:26][CH:27]=1)(=[O:21])=[O:22]. The yield is 0.860. (2) The reactants are [CH3:1][O:2][C:3]([C:5]1[C:14]2[C:9](=[CH:10][CH:11]=[CH:12][CH:13]=2)[N:8]=[C:7]([C:15]2[CH:20]=[CH:19][CH:18]=[CH:17][CH:16]=2)[C:6]=1[CH2:21]Br)=[O:4].[CH2:23]1[CH:28]([NH:29][C:30]([O:32][CH2:33][CH:34]2[C:46]3[C:41](=[CH:42][CH:43]=[CH:44][CH:45]=3)[C:40]3[C:35]2=[CH:36][CH:37]=[CH:38][CH:39]=3)=[O:31])[CH2:27][CH2:26][NH:25][CH2:24]1.Cl.C(N(C(C)C)CC)(C)C.[F-].[K+]. The catalyst is C1COCC1. The product is [CH3:1][O:2][C:3]([C:5]1[C:14]2[C:9](=[CH:10][CH:11]=[CH:12][CH:13]=2)[N:8]=[C:7]([C:15]2[CH:20]=[CH:19][CH:18]=[CH:17][CH:16]=2)[C:6]=1[CH2:21][N:25]1[CH2:26][CH2:27][CH:28]([NH:29][C:30]([O:32][CH2:33][CH:34]2[C:46]3[CH:45]=[CH:44][CH:43]=[CH:42][C:41]=3[C:40]3[C:35]2=[CH:36][CH:37]=[CH:38][CH:39]=3)=[O:31])[CH2:23][CH2:24]1)=[O:4]. The yield is 0.739. (3) The reactants are [H-].[Na+].[CH2:3]([OH:15])[CH2:4][O:5][CH2:6][CH2:7][O:8][CH2:9][CH2:10][O:11][CH2:12][CH2:13]O.S([O-])(=O)(=O)C.[CH2:21]([O:28][CH2:29][CH2:30][O:31][CH2:32][CH2:33][O:34][CH2:35][CH2:36][O:37][CH2:38][CH2:39][OH:40])[C:22]1[CH:27]=[CH:26][CH:25]=[CH:24][CH:23]=1. The catalyst is O1CCCC1. The product is [CH2:21]([O:28][CH2:29][CH2:30][O:31][CH2:32][CH2:33][O:34][CH2:35][CH2:36][O:37][CH2:38][CH2:39][O:40][CH2:13][CH2:12][O:11][CH2:10][CH2:9][O:8][CH2:7][CH2:6][O:5][CH2:4][CH2:3][OH:15])[C:22]1[CH:23]=[CH:24][CH:25]=[CH:26][CH:27]=1. The yield is 0.340. (4) The reactants are [C:1]1([PH:7](=[O:11])[O:8][CH2:9][CH3:10])[CH:6]=[CH:5][CH:4]=[CH:3][CH:2]=1.Br[C:13]1[CH:18]=[CH:17][C:16]([O:19][CH:20]([CH3:22])[CH3:21])=[C:15]([CH:23]=[CH2:24])[CH:14]=1.C(N(CC)CC)C. The catalyst is C(#N)C.C([O-])(=O)C.[Pd+2].C([O-])(=O)C.C1(P(C2C=CC=CC=2)[C-]2C=CC=C2)C=CC=CC=1.[C-]1(P(C2C=CC=CC=2)C2C=CC=CC=2)C=CC=C1.[Fe+2]. The product is [C:1]1([P:7]([C:13]2[CH:18]=[CH:17][C:16]([O:19][CH:20]([CH3:21])[CH3:22])=[C:15]([CH:23]=[CH2:24])[CH:14]=2)(=[O:11])[O:8][CH2:9][CH3:10])[CH:6]=[CH:5][CH:4]=[CH:3][CH:2]=1. The yield is 0.870. (5) The product is [NH:11]1[C:10]2=[CH:9][N:8]=[C:7]([C:14]([O:16][CH3:17])=[O:15])[CH:6]=[C:5]2[CH:4]=[CH:3]1. The yield is 0.860. The catalyst is CO. The reactants are CN(C)/[CH:3]=[CH:4]/[C:5]1[C:10]([N+:11]([O-])=O)=[CH:9][N:8]=[C:7]([C:14]([O:16][CH3:17])=[O:15])[CH:6]=1. (6) The reactants are [Cl:1][C:2]1[CH:26]=[C:25]([Cl:27])[C:24]([C:28]2[C:33]([F:34])=[CH:32][CH:31]=[CH:30][N:29]=2)=[CH:23][C:3]=1[C:4]([NH:6][C:7]1[N:11]([C:12]2[CH:17]=[CH:16][CH:15]=[CH:14][CH:13]=2)[N:10]=[C:9]([C:18]([O:20]CC)=[O:19])[CH:8]=1)=[O:5].[OH-].[Na+].Cl. The catalyst is O. The product is [Cl:1][C:2]1[CH:26]=[C:25]([Cl:27])[C:24]([C:28]2[C:33]([F:34])=[CH:32][CH:31]=[CH:30][N:29]=2)=[CH:23][C:3]=1[C:4]([NH:6][C:7]1[N:11]([C:12]2[CH:13]=[CH:14][CH:15]=[CH:16][CH:17]=2)[N:10]=[C:9]([C:18]([OH:20])=[O:19])[CH:8]=1)=[O:5]. The yield is 0.970. (7) The reactants are [Br:1][C:2]1[CH:7]=[CH:6][C:5]([CH:8]=[CH2:9])=[C:4]([Cl:10])[CH:3]=1.[H][H]. The catalyst is O1CCCC1.C([O-])(=O)C.[Fe+2].C([O-])(=O)C.[Rh]. The product is [Br:1][C:2]1[CH:7]=[CH:6][C:5]([CH2:8][CH3:9])=[C:4]([Cl:10])[CH:3]=1. The yield is 0.460. (8) The catalyst is C(O)(=O)C. The yield is 0.680. The product is [NH2:32][C:30]1[S:31][C:18]([C:16]2[CH:15]=[CH:14][N:13]=[C:12]([NH:11][C:3](=[O:10])[C:4]3[CH:9]=[CH:8][CH:7]=[CH:6][CH:5]=3)[CH:17]=2)=[C:19]([C:21]2[CH:26]=[C:25]([CH3:27])[CH:24]=[C:23]([CH3:28])[CH:22]=2)[N:29]=1. The reactants are BrBr.[C:3]([NH:11][C:12]1[CH:17]=[C:16]([CH2:18][C:19]([C:21]2[CH:26]=[C:25]([CH3:27])[CH:24]=[C:23]([CH3:28])[CH:22]=2)=O)[CH:15]=[CH:14][N:13]=1)(=[O:10])[C:4]1[CH:9]=[CH:8][CH:7]=[CH:6][CH:5]=1.[NH2:29][C:30]([NH2:32])=[S:31].C(N(CC)CC)C.C(=O)([O-])O.[Na+]. (9) The reactants are [NH2:1][C:2]1[CH:7]=[CH:6][C:5]([N:8]2[CH2:13][CH2:12][N:11]([C:14]([O:16][C:17]([CH3:20])([CH3:19])[CH3:18])=[O:15])[CH2:10][CH2:9]2)=[CH:4][CH:3]=1.Br[C:22]1[C:23](=[O:30])[N:24]([CH3:29])[CH:25]=[C:26]([Br:28])[N:27]=1. No catalyst specified. The product is [Br:28][C:26]1[N:27]=[C:22]([NH:1][C:2]2[CH:7]=[CH:6][C:5]([N:8]3[CH2:13][CH2:12][N:11]([C:14]([O:16][C:17]([CH3:20])([CH3:19])[CH3:18])=[O:15])[CH2:10][CH2:9]3)=[CH:4][CH:3]=2)[C:23](=[O:30])[N:24]([CH3:29])[CH:25]=1. The yield is 0.680.